The task is: Predict the product of the given reaction.. This data is from Forward reaction prediction with 1.9M reactions from USPTO patents (1976-2016). (1) Given the reactants [CH2:1]([Li])CCC.[CH2:6]([O:8][C:9]1[CH:23]=[CH:22][C:12]([CH2:13][C:14]2[CH:19]=[C:18](Br)[CH:17]=[CH:16][C:15]=2[Cl:21])=[CH:11][CH:10]=1)[CH3:7].C[Si](C)(C)[O:26][C@@H:27]1[C@@H:32]([O:33][Si](C)(C)C)[C@@H:31]([O:38][Si](C)(C)C)[C@@H:30]([CH2:43][O:44][Si](C)(C)C)[O:29][C:28]1=[O:49].CS(O)(=O)=O.C(=O)(O)[O-].[Na+], predict the reaction product. The product is: [CH2:6]([O:8][C:9]1[CH:23]=[CH:22][C:12]([CH2:13][C:14]2[CH:19]=[C:18]([C:28]3([O:49][CH3:1])[C@H:27]([OH:26])[C@@H:32]([OH:33])[C@H:31]([OH:38])[C@@H:30]([CH2:43][OH:44])[O:29]3)[CH:17]=[CH:16][C:15]=2[Cl:21])=[CH:11][CH:10]=1)[CH3:7]. (2) Given the reactants [OH:1][C:2]1[C:7]([OH:8])=[CH:6][CH:5]=[CH:4][N:3]=1.[CH3:9][C:10]1[CH:16]=[CH:15][CH:14]=[CH:13][C:11]=1[NH2:12], predict the reaction product. The product is: [C:10]1([CH3:9])[CH:16]=[CH:15][CH:14]=[CH:13][C:11]=1[NH:12][C:5]1[C:4]([NH:12][C:11]2[CH:13]=[CH:14][CH:15]=[CH:16][C:10]=2[CH3:9])=[N:3][C:2](=[O:1])[C:7](=[O:8])[CH:6]=1.